This data is from Catalyst prediction with 721,799 reactions and 888 catalyst types from USPTO. The task is: Predict which catalyst facilitates the given reaction. (1) The catalyst class is: 17. Reactant: [OH:1][CH2:2][C@H:3]1[N:8]([CH3:9])[C:7](=[O:10])[CH2:6][O:5][CH2:4]1.[C:11]1([CH3:21])[CH:16]=[CH:15][C:14]([S:17](Cl)(=[O:19])=[O:18])=[CH:13][CH:12]=1.Cl. Product: [CH3:9][N:8]1[C:7](=[O:10])[CH2:6][O:5][CH2:4][C@H:3]1[CH2:2][O:1][S:17]([C:14]1[CH:15]=[CH:16][C:11]([CH3:21])=[CH:12][CH:13]=1)(=[O:19])=[O:18]. (2) Reactant: [CH3:1][C:2]1([CH3:20])[O:19][CH:5]2[CH2:6][N:7](C(OCC3C=CC=CC=3)=O)[CH2:8][CH:4]2[O:3]1.C([O-])([O-])=O.[K+].[K+]. Product: [CH3:1][C:2]1([CH3:20])[O:19][CH:5]2[CH2:6][NH:7][CH2:8][CH:4]2[O:3]1. The catalyst class is: 50. (3) Reactant: C(N(CC)CC)C.Br[CH2:9][C:10](=[O:21])[C:11]([C:14]1[CH:19]=[CH:18][C:17]([Cl:20])=[CH:16][CH:15]=1)([CH3:13])[CH3:12].[CH3:22][N:23]1[CH:27]=[N:26][N:25]=[C:24]1[SH:28]. Product: [Cl:20][C:17]1[CH:18]=[CH:19][C:14]([C:11]([CH3:13])([CH3:12])[C:10](=[O:21])[CH2:9][S:28][C:24]2[N:23]([CH3:22])[CH:27]=[N:26][N:25]=2)=[CH:15][CH:16]=1. The catalyst class is: 496. (4) Product: [OH:3][CH:1]([C:4]1[CH:5]=[C:6]([C:10]2[CH:11]=[C:12]3[C:17](=[N:18][CH:19]=2)[N:16]([C:20]([NH2:22])=[O:21])[CH2:15][CH2:14][CH2:13]3)[CH:7]=[N:8][CH:9]=1)[CH3:2]. The catalyst class is: 5. Reactant: [C:1]([C:4]1[CH:5]=[C:6]([C:10]2[CH:11]=[C:12]3[C:17](=[N:18][CH:19]=2)[N:16]([C:20]([NH2:22])=[O:21])[CH2:15][CH2:14][CH2:13]3)[CH:7]=[N:8][CH:9]=1)(=[O:3])[CH3:2].[BH4-].[Na+]. (5) Reactant: [CH3:1][O:2][C:3]1[C:8]2[N:9]=[C:10]([NH2:12])[S:11][C:7]=2[C:6]([N:13]2[CH2:18][C@@H:17]3[CH2:19][C@H:14]2[CH2:15][O:16]3)=[CH:5][CH:4]=1.C(N(C(C)C)C(C)C)C.Cl.[CH3:30][C:31]1[CH:32]=[C:33]([CH:37]=[CH:38][N:39]=1)[C:34](Cl)=[O:35]. Product: [CH3:1][O:2][C:3]1[C:8]2[N:9]=[C:10]([NH:12][C:34](=[O:35])[C:33]3[CH:37]=[CH:38][N:39]=[C:31]([CH3:30])[CH:32]=3)[S:11][C:7]=2[C:6]([N:13]2[CH2:18][C@@H:17]3[CH2:19][C@H:14]2[CH2:15][O:16]3)=[CH:5][CH:4]=1. The catalyst class is: 266. (6) Reactant: C([NH:9][C:10](=[S:23])[NH:11][CH2:12][CH2:13][CH2:14][NH:15][C:16](=[O:22])[O:17][C:18]([CH3:21])([CH3:20])[CH3:19])(=O)C1C=CC=CC=1.[OH-].[Na+]. Product: [C:18]([O:17][C:16](=[O:22])[NH:15][CH2:14][CH2:13][CH2:12][NH:11][C:10]([NH2:9])=[S:23])([CH3:21])([CH3:19])[CH3:20]. The catalyst class is: 5. (7) Reactant: [C:1]1([C:12]([O:14][CH3:15])=[O:13])([C:8]([O:10]C)=O)[CH2:7][CH2:6][CH2:5][CH2:4][CH2:3]C1.[H-].C([Al+]CC(C)C)C(C)C. Product: [CH3:15][O:14][C:12]([C:1]1([CH:8]=[O:10])[CH2:3][CH2:4][CH2:5][CH2:6][CH2:7]1)=[O:13]. The catalyst class is: 27. (8) Reactant: [CH3:1][C:2]1[CH:3]=[C:4]([CH:8]=[C:9]([CH3:11])[N:10]=1)[C:5]([OH:7])=[O:6].S(=O)(=O)(O)O.[C:17]([O-])(O)=O.[Na+]. Product: [CH3:11][C:9]1[CH:8]=[C:4]([CH:3]=[C:2]([CH3:1])[N:10]=1)[C:5]([O:7][CH3:17])=[O:6]. The catalyst class is: 5. (9) Reactant: CC1C=CN=CC=1N1CCNC1=O.[CH3:14][O:15][C:16](=[O:24])[C:17]1[CH:22]=[CH:21][C:20](Br)=[CH:19][CH:18]=1.N[C@@H]1CCCC[C@H]1N.C(=O)([O-])[O-].[K+].[K+]. Product: [CH3:14][O:15][C:16](=[O:24])[C:17]1[CH:22]=[CH:21][CH:20]=[CH:19][CH:18]=1. The catalyst class is: 246. (10) Reactant: [CH3:1][O:2][CH2:3][CH2:4][O:5][CH2:6][CH2:7][O:8][CH2:9][CH2:10]I.[P:12]([O:19]CC)([O:16][CH2:17][CH3:18])[O:13][CH2:14][CH3:15]. Product: [CH2:14]([O:13][P:12]([CH2:10][CH2:9][O:8][CH2:7][CH2:6][O:5][CH2:4][CH2:3][O:2][CH3:1])(=[O:19])[O:16][CH2:17][CH3:18])[CH3:15]. The catalyst class is: 12.